The task is: Regression. Given two drug SMILES strings and cell line genomic features, predict the synergy score measuring deviation from expected non-interaction effect.. This data is from NCI-60 drug combinations with 297,098 pairs across 59 cell lines. (1) Drug 1: CCC1(CC2CC(C3=C(CCN(C2)C1)C4=CC=CC=C4N3)(C5=C(C=C6C(=C5)C78CCN9C7C(C=CC9)(C(C(C8N6C)(C(=O)OC)O)OC(=O)C)CC)OC)C(=O)OC)O.OS(=O)(=O)O. Drug 2: CS(=O)(=O)OCCCCOS(=O)(=O)C. Cell line: UACC62. Synergy scores: CSS=6.42, Synergy_ZIP=1.54, Synergy_Bliss=3.78, Synergy_Loewe=2.79, Synergy_HSA=2.40. (2) Drug 1: C(=O)(N)NO. Cell line: RXF 393. Synergy scores: CSS=1.88, Synergy_ZIP=-0.0810, Synergy_Bliss=1.81, Synergy_Loewe=0.139, Synergy_HSA=0.376. Drug 2: CC(C)(C#N)C1=CC(=CC(=C1)CN2C=NC=N2)C(C)(C)C#N. (3) Drug 1: C1=NC2=C(N1)C(=S)N=CN2. Drug 2: C1C(C(OC1N2C=NC(=NC2=O)N)CO)O. Cell line: PC-3. Synergy scores: CSS=20.6, Synergy_ZIP=-5.07, Synergy_Bliss=0.457, Synergy_Loewe=2.27, Synergy_HSA=2.76. (4) Cell line: T-47D. Drug 1: CCC(=C(C1=CC=CC=C1)C2=CC=C(C=C2)OCCN(C)C)C3=CC=CC=C3.C(C(=O)O)C(CC(=O)O)(C(=O)O)O. Synergy scores: CSS=20.9, Synergy_ZIP=-2.60, Synergy_Bliss=4.84, Synergy_Loewe=-20.7, Synergy_HSA=2.41. Drug 2: C(CN)CNCCSP(=O)(O)O. (5) Drug 1: CC1=C(C=C(C=C1)C(=O)NC2=CC(=CC(=C2)C(F)(F)F)N3C=C(N=C3)C)NC4=NC=CC(=N4)C5=CN=CC=C5. Drug 2: CC1C(C(CC(O1)OC2CC(CC3=C2C(=C4C(=C3O)C(=O)C5=CC=CC=C5C4=O)O)(C(=O)C)O)N)O. Cell line: CAKI-1. Synergy scores: CSS=37.7, Synergy_ZIP=4.30, Synergy_Bliss=3.26, Synergy_Loewe=-29.5, Synergy_HSA=-0.780. (6) Drug 1: C1CCC(C1)C(CC#N)N2C=C(C=N2)C3=C4C=CNC4=NC=N3. Drug 2: CC1C(C(CC(O1)OC2CC(CC3=C2C(=C4C(=C3O)C(=O)C5=CC=CC=C5C4=O)O)(C(=O)C)O)N)O. Cell line: IGROV1. Synergy scores: CSS=54.8, Synergy_ZIP=-1.57, Synergy_Bliss=0.532, Synergy_Loewe=-28.1, Synergy_HSA=1.77. (7) Drug 1: C1CN(CCN1C(=O)CCBr)C(=O)CCBr. Drug 2: C1CNP(=O)(OC1)N(CCCl)CCCl. Cell line: A498. Synergy scores: CSS=13.7, Synergy_ZIP=-4.90, Synergy_Bliss=-1.50, Synergy_Loewe=-9.78, Synergy_HSA=-1.31.